Task: Predict the product of the given reaction.. Dataset: Forward reaction prediction with 1.9M reactions from USPTO patents (1976-2016) Given the reactants CCO.Cl.[Cl:5][C:6]1[C:15]2[C:10](=[CH:11][C:12]([N:16]([CH3:18])[CH3:17])=[CH:13][CH:14]=2)[N:9]=[CH:8][CH:7]=1.Cl.[NH2:20][C:21]1[CH:44]=[CH:43][C:24]([C:25]([NH:27][C:28]2[CH:33]=[CH:32][C:31]([NH:34][C:35]3[CH:40]=[C:39]([CH3:41])[N:38]=[C:37]([NH2:42])[N:36]=3)=[CH:30][CH:29]=2)=[O:26])=[CH:23][CH:22]=1, predict the reaction product. The product is: [ClH:5].[NH2:42][C:37]1[N:36]=[C:35]([NH:34][C:31]2[CH:30]=[CH:29][C:28]([NH:27][C:25](=[O:26])[C:24]3[CH:43]=[CH:44][C:21]([NH:20][C:6]4[C:15]5[C:10](=[CH:11][C:12]([N:16]([CH3:18])[CH3:17])=[CH:13][CH:14]=5)[N:9]=[CH:8][CH:7]=4)=[CH:22][CH:23]=3)=[CH:33][CH:32]=2)[CH:40]=[C:39]([CH3:41])[N:38]=1.